This data is from Forward reaction prediction with 1.9M reactions from USPTO patents (1976-2016). The task is: Predict the product of the given reaction. (1) Given the reactants [CH3:1][O:2][C:3]1[CH:8]=[CH:7][CH:6]=[CH:5][C:4]=1[C@@H:9]1[CH2:11][C@H:10]1[CH2:12][NH:13][C:14]1[CH:15]=[N:16][N:17](C(OC(C)(C)C)=O)[C:18](=O)[C:19]=1[C:20]([F:23])([F:22])[F:21].P(Cl)(Cl)([Cl:34])=O, predict the reaction product. The product is: [Cl:34][C:18]1[N:17]=[N:16][CH:15]=[C:14]([NH:13][CH2:12][C@@H:10]2[CH2:11][C@H:9]2[C:4]2[CH:5]=[CH:6][CH:7]=[CH:8][C:3]=2[O:2][CH3:1])[C:19]=1[C:20]([F:23])([F:22])[F:21]. (2) Given the reactants C[O:2][CH:3]=[CH:4][C:5]1[CH:10]=[CH:9][C:8]([C:11]2[CH:16]=[CH:15][C:14]([C:17]([F:20])([F:19])[F:18])=[CH:13][CH:12]=2)=[CH:7][CH:6]=1.Cl.CCOC(C)=O.CCCCCC, predict the reaction product. The product is: [F:18][C:17]([F:19])([F:20])[C:14]1[CH:13]=[CH:12][C:11]([C:8]2[CH:9]=[CH:10][C:5]([CH2:4][CH:3]=[O:2])=[CH:6][CH:7]=2)=[CH:16][CH:15]=1.